Dataset: Catalyst prediction with 721,799 reactions and 888 catalyst types from USPTO. Task: Predict which catalyst facilitates the given reaction. (1) Reactant: Br[C:2]1[CH:3]=[C:4]([Cl:28])[C:5]([CH:8]2[CH2:13][C:12]([CH3:27])([S:14]([C:17]3[CH:22]=[CH:21][CH:20]=[C:19]([C:23]([F:26])([F:25])[F:24])[CH:18]=3)(=[O:16])=[O:15])[CH2:11][CH2:10][O:9]2)=[N:6][CH:7]=1.[CH:29]1(B(O)O)[CH2:31][CH2:30]1.C([O-])([O-])=O.[Cs+].[Cs+]. Product: [Cl:28][C:4]1[C:5]([CH:8]2[CH2:13][C:12]([CH3:27])([S:14]([C:17]3[CH:22]=[CH:21][CH:20]=[C:19]([C:23]([F:26])([F:25])[F:24])[CH:18]=3)(=[O:16])=[O:15])[CH2:11][CH2:10][O:9]2)=[N:6][CH:7]=[C:2]([CH:29]2[CH2:31][CH2:30]2)[CH:3]=1. The catalyst class is: 93. (2) Reactant: [Si]([O:8][CH2:9][CH2:10][N:11]([C:16]1[CH:17]=[N:18][CH:19]=[CH:20][C:21]=1[C:22]1[CH:23]=[C:24]([CH:37]=[CH:38][CH:39]=1)[C:25]([NH:27][C:28]([C:31]1[CH:36]=[CH:35][CH:34]=[CH:33][CH:32]=1)([CH3:30])[CH3:29])=[O:26])[S:12]([CH3:15])(=[O:14])=[O:13])(C(C)(C)C)(C)C.[C:40]1([CH3:53])[CH:45]=[C:44]([CH3:46])[CH:43]=[C:42]([CH3:47])[C:41]=1[S:48]([O:51][NH2:52])(=[O:50])=[O:49]. Product: [CH3:47][C:42]1[CH:43]=[C:44]([CH3:46])[CH:45]=[C:40]([CH3:53])[C:41]=1[S:48]([O-:51])(=[O:50])=[O:49].[NH2:52][N+:18]1[CH:19]=[CH:20][C:21]([C:22]2[CH:39]=[CH:38][CH:37]=[C:24]([C:25](=[O:26])[NH:27][C:28]([C:31]3[CH:36]=[CH:35][CH:34]=[CH:33][CH:32]=3)([CH3:30])[CH3:29])[CH:23]=2)=[C:16]([N:11]([CH2:10][CH2:9][OH:8])[S:12]([CH3:15])(=[O:14])=[O:13])[CH:17]=1. The catalyst class is: 4. (3) Reactant: [CH3:1][C:2]([CH2:6][CH2:7][CH:8]=[C:9]([CH3:26])[CH2:10][CH2:11][CH:12]=[C:13]([CH3:25])[CH2:14][CH2:15][CH:16]=[C:17]([CH3:24])[CH2:18][CH2:19][CH:20]=[C:21]([CH3:23])[CH3:22])=[CH:3][CH2:4]O.P(Br)(Br)[Br:28]. Product: [Br:28][CH2:4][CH:3]=[C:2]([CH3:1])[CH2:6][CH2:7][CH:8]=[C:9]([CH3:26])[CH2:10][CH2:11][CH:12]=[C:13]([CH3:25])[CH2:14][CH2:15][CH:16]=[C:17]([CH3:24])[CH2:18][CH2:19][CH:20]=[C:21]([CH3:23])[CH3:22]. The catalyst class is: 1. (4) Reactant: [S:1]1[CH2:6][CH:5]=[C:4]([C:7]2[C:12]([F:13])=[CH:11][C:10]([N:14]3C(C)=CC=C3C)=[CH:9][C:8]=2[F:21])[CH2:3][CH2:2]1.Cl.NO.C(N(CC)CC)C. Product: [S:1]1[CH2:2][CH:3]=[C:4]([C:7]2[C:8]([F:21])=[CH:9][C:10]([NH2:14])=[CH:11][C:12]=2[F:13])[CH2:5][CH2:6]1. The catalyst class is: 353. (5) Reactant: [OH:1][CH:2]([C:20]1[CH:25]=[CH:24][CH:23]=[CH:22][CH:21]=1)[CH2:3][CH2:4][CH2:5][C:6]([N:8]1[CH:12]([C:13]2[CH:18]=[CH:17][CH:16]=[CH:15][CH:14]=2)[CH2:11][O:10][C:9]1=[O:19])=[O:7].N1C=CN=C1.[C:31]([Si:35](Cl)([CH3:37])[CH3:36])([CH3:34])([CH3:33])[CH3:32]. Product: [C:31]([Si:35]([CH3:37])([CH3:36])[O:1][CH:2]([C:20]1[CH:25]=[CH:24][CH:23]=[CH:22][CH:21]=1)[CH2:3][CH2:4][CH2:5][C:6]([N:8]1[CH:12]([C:13]2[CH:14]=[CH:15][CH:16]=[CH:17][CH:18]=2)[CH2:11][O:10][C:9]1=[O:19])=[O:7])([CH3:34])([CH3:33])[CH3:32]. The catalyst class is: 3.